Dataset: Peptide-MHC class I binding affinity with 185,985 pairs from IEDB/IMGT. Task: Regression. Given a peptide amino acid sequence and an MHC pseudo amino acid sequence, predict their binding affinity value. This is MHC class I binding data. (1) The peptide sequence is STIVWSSRY. The MHC is HLA-A01:01 with pseudo-sequence HLA-A01:01. The binding affinity (normalized) is 0.331. (2) The peptide sequence is ERWFVRNPF. The binding affinity (normalized) is 0.0847. The MHC is HLA-B44:02 with pseudo-sequence HLA-B44:02. (3) The peptide sequence is DSSLLNNQFGT. The MHC is H-2-Db with pseudo-sequence H-2-Db. The binding affinity (normalized) is 0.121. (4) The peptide sequence is GLQSSDDFA. The MHC is HLA-A02:02 with pseudo-sequence HLA-A02:02. The binding affinity (normalized) is 0.136. (5) The peptide sequence is WYVNHTGFNV. The MHC is HLA-A30:02 with pseudo-sequence HLA-A30:02. The binding affinity (normalized) is 0.0930. (6) The peptide sequence is LSHCWPWFK. The MHC is HLA-A02:19 with pseudo-sequence HLA-A02:19. The binding affinity (normalized) is 0.0847. (7) The peptide sequence is SYAQMWTLM. The MHC is HLA-A24:02 with pseudo-sequence HLA-A24:02. The binding affinity (normalized) is 0.743. (8) The peptide sequence is YMKPGSSPL. The MHC is HLA-B07:02 with pseudo-sequence HLA-B07:02. The binding affinity (normalized) is 0.719. (9) The peptide sequence is LLKDLFPKQT. The MHC is HLA-A02:01 with pseudo-sequence HLA-A02:01. The binding affinity (normalized) is 0. (10) The peptide sequence is VAAVIIMAI. The MHC is HLA-A68:02 with pseudo-sequence HLA-A68:02. The binding affinity (normalized) is 0.440.